From a dataset of Full USPTO retrosynthesis dataset with 1.9M reactions from patents (1976-2016). Predict the reactants needed to synthesize the given product. (1) Given the product [F:1][C:2]1[CH:3]=[C:4]([C:9]2[NH:38][C:36]([N:33]3[CH2:34][CH2:35][N:30]([C:25]4[C:24]([C:23]([F:40])([F:39])[F:22])=[CH:29][CH:28]=[CH:27][N:26]=4)[CH2:31][CH2:32]3)=[N:37][C:10]=2[C:12]2[CH:17]=[C:16]([F:18])[C:15]([F:19])=[C:14]([F:20])[CH:13]=2)[CH:5]=[C:6]([F:8])[CH:7]=1, predict the reactants needed to synthesize it. The reactants are: [F:1][C:2]1[CH:3]=[C:4]([C:9](=O)[C:10]([C:12]2[CH:17]=[C:16]([F:18])[C:15]([F:19])=[C:14]([F:20])[CH:13]=2)=O)[CH:5]=[C:6]([F:8])[CH:7]=1.[F:22][C:23]([F:40])([F:39])[C:24]1[C:25]([N:30]2[CH2:35][CH2:34][N:33]([C:36]([NH2:38])=[NH:37])[CH2:32][CH2:31]2)=[N:26][CH:27]=[CH:28][CH:29]=1. (2) Given the product [CH2:2]([O:9][NH:10][C:51](=[O:52])[CH2:50][C@H:49]([CH2:54][CH:55]([CH3:56])[CH3:57])[C:47]([NH:46][C@@H:41]([C:40]([CH3:39])([CH3:58])[CH3:59])[C:42]([NH:44][CH3:45])=[O:43])=[O:48])[C:3]1[CH:8]=[CH:7][CH:6]=[CH:5][CH:4]=1, predict the reactants needed to synthesize it. The reactants are: Cl.[CH2:2]([O:9][NH2:10])[C:3]1[CH:8]=[CH:7][CH:6]=[CH:5][CH:4]=1.CN1CCOCC1.C1C=CC2N(O)N=NC=2C=1.CCN=C=NCCCN(C)C.[CH3:39][C:40]([CH3:59])([CH3:58])[C@H:41]([NH:46][C:47]([C@@H:49]([CH2:54][CH:55]([CH3:57])[CH3:56])[CH2:50][C:51](O)=[O:52])=[O:48])[C:42]([NH:44][CH3:45])=[O:43]. (3) Given the product [Br-:1].[CH:6]1[C:7]2[C:11]3[CH:12]=[CH:13][CH:14]=[CH:15][C:10]=3[S:9][C:8]=2[C:3]([CH2:2][P+:22]([C:23]2[CH:24]=[CH:25][CH:26]=[CH:27][CH:28]=2)([C:29]2[CH:34]=[CH:33][CH:32]=[CH:31][CH:30]=2)[C:16]2[CH:17]=[CH:18][CH:19]=[CH:20][CH:21]=2)=[CH:4][CH:5]=1, predict the reactants needed to synthesize it. The reactants are: [Br:1][CH2:2][C:3]1[C:8]2[S:9][C:10]3[CH:15]=[CH:14][CH:13]=[CH:12][C:11]=3[C:7]=2[CH:6]=[CH:5][CH:4]=1.[C:16]1([P:22]([C:29]2[CH:34]=[CH:33][CH:32]=[CH:31][CH:30]=2)[C:23]2[CH:28]=[CH:27][CH:26]=[CH:25][CH:24]=2)[CH:21]=[CH:20][CH:19]=[CH:18][CH:17]=1. (4) Given the product [CH2:29]([O:11][C:10](=[O:12])[C@H:2]([CH2:3][CH2:4][CH2:5][NH:6][C:7](=[NH:8])[NH2:9])[NH2:1])[CH2:28][CH2:27][CH2:26][CH2:25][CH2:24][CH2:23][CH2:22][CH2:21][CH2:20][CH2:19][CH3:18], predict the reactants needed to synthesize it. The reactants are: [NH2:1][C@H:2]([C:10]([OH:12])=[O:11])[CH2:3][CH2:4][CH2:5][NH:6][C:7](=[NH:9])[NH2:8].S(=O)(=O)(O)O.[CH2:18](O)[CH2:19][CH2:20][CH2:21][CH2:22][CH2:23][CH2:24][CH2:25][CH2:26][CH2:27][CH2:28][CH3:29].